From a dataset of Catalyst prediction with 721,799 reactions and 888 catalyst types from USPTO. Predict which catalyst facilitates the given reaction. (1) Reactant: ClC(Cl)(O[C:5](=[O:11])OC(Cl)(Cl)Cl)Cl.[CH:13]([N:16]1[C:20]2[N:21]=[C:22]([C:31]3[CH:36]=[CH:35][C:34]([NH2:37])=[CH:33][CH:32]=3)[N:23]=[C:24]([N:25]3[CH2:30][CH2:29][O:28][CH2:27][CH2:26]3)[C:19]=2[N:18]=[N:17]1)([CH3:15])[CH3:14].C[CH2:39][N:40]([CH2:43]C)[CH2:41][CH3:42]. Product: [CH3:43][N:40]([CH3:39])[C:41]1[CH:42]=[CH:35][C:34]([NH:37][C:5]([NH:37][C:34]2[CH:33]=[CH:32][C:31]([C:22]3[N:23]=[C:24]([N:25]4[CH2:30][CH2:29][O:28][CH2:27][CH2:26]4)[C:19]4[N:18]=[N:17][N:16]([CH:13]([CH3:15])[CH3:14])[C:20]=4[N:21]=3)=[CH:36][CH:35]=2)=[O:11])=[CH:33][CH:32]=1. The catalyst class is: 2. (2) Reactant: [F:1][C:2]1[CH:7]=[CH:6][C:5]([CH:8]=[CH:9][C:10]([OH:12])=[O:11])=[CH:4][CH:3]=1.CI.[C:15](=O)([O-])[O-].[K+].[K+].O. Product: [F:1][C:2]1[CH:3]=[CH:4][C:5]([CH:8]=[CH:9][C:10]([O:12][CH3:15])=[O:11])=[CH:6][CH:7]=1. The catalyst class is: 3.